From a dataset of Full USPTO retrosynthesis dataset with 1.9M reactions from patents (1976-2016). Predict the reactants needed to synthesize the given product. (1) Given the product [N:3]1([C:6]([O:22][CH2:21][CH2:20][NH:19][C:18]([O:17][C:13]([CH3:16])([CH3:14])[CH3:15])=[O:23])=[O:7])[CH:2]=[CH:1][N:5]=[CH:4]1, predict the reactants needed to synthesize it. The reactants are: [CH:1]1[N:5]=[CH:4][N:3]([C:6](N2C=NC=C2)=[O:7])[CH:2]=1.[C:13]([O:17][C:18](=[O:23])[NH:19][CH2:20][CH2:21][OH:22])([CH3:16])([CH3:15])[CH3:14]. (2) The reactants are: [CH3:1][O:2][CH2:3][CH2:4][N:5]1[CH2:10][CH2:9][NH:8][CH2:7][CH2:6]1.[H-].[Na+].Cl[C:14]1[CH:19]=[CH:18][C:17]([N+:20]([O-:22])=[O:21])=[CH:16][N:15]=1. Given the product [CH3:1][O:2][CH2:3][CH2:4][N:5]1[CH2:10][CH2:9][N:8]([C:14]2[CH:19]=[CH:18][C:17]([N+:20]([O-:22])=[O:21])=[CH:16][N:15]=2)[CH2:7][CH2:6]1, predict the reactants needed to synthesize it. (3) Given the product [CH3:5][O:6][CH2:7][CH2:8][NH:9][C:28](=[O:29])[C:27]1[CH:31]=[CH:32][C:24]([O:23][CH2:22][C:12]2[C:13]([C:16]3[CH:17]=[CH:18][CH:19]=[CH:20][CH:21]=3)=[N:14][O:15][C:11]=2[CH3:10])=[N:25][CH:26]=1, predict the reactants needed to synthesize it. The reactants are: C[Al](C)C.[CH3:5][O:6][CH2:7][CH2:8][NH2:9].[CH3:10][C:11]1[O:15][N:14]=[C:13]([C:16]2[CH:21]=[CH:20][CH:19]=[CH:18][CH:17]=2)[C:12]=1[CH2:22][O:23][C:24]1[CH:32]=[CH:31][C:27]([C:28](O)=[O:29])=[CH:26][N:25]=1.O.